From a dataset of Catalyst prediction with 721,799 reactions and 888 catalyst types from USPTO. Predict which catalyst facilitates the given reaction. (1) Reactant: Br.Br[CH2:3][C:4]([C:6]1[CH:7]=[N:8][CH:9]=[CH:10][CH:11]=1)=O.[NH2:12][C:13]([NH2:15])=[S:14].C([O-])([O-])=O.[K+].[K+]. Product: [N:8]1[CH:9]=[CH:10][CH:11]=[C:6]([C:4]2[N:12]=[C:13]([NH2:15])[S:14][CH:3]=2)[CH:7]=1. The catalyst class is: 8. (2) Reactant: [CH3:1][O:2][C:3]([NH:5][C@@H:6]([CH:21]([CH3:23])[CH3:22])[C:7]([N:9]1[C@H:17]([C:18](O)=[O:19])[CH2:16][C:11]2([O:15][CH2:14][CH2:13][O:12]2)[CH2:10]1)=[O:8])=[O:4].CN(C(ON1N=NC2C=CC=NC1=2)=[N+](C)C)C.F[P-](F)(F)(F)(F)F.Cl.[NH2:49][CH2:50][C:51]([C:53]1[CH:58]=[CH:57][C:56]([Br:59])=[CH:55][CH:54]=1)=[O:52].CCN(C(C)C)C(C)C. Product: [Br:59][C:56]1[CH:55]=[CH:54][C:53]([C:51](=[O:52])[CH2:50][NH:49][C:18]([C@@H:17]2[CH2:16][C:11]3([O:12][CH2:13][CH2:14][O:15]3)[CH2:10][N:9]2[C:7](=[O:8])[C@@H:6]([NH:5][C:3](=[O:4])[O:2][CH3:1])[CH:21]([CH3:22])[CH3:23])=[O:19])=[CH:58][CH:57]=1. The catalyst class is: 650.